This data is from Catalyst prediction with 721,799 reactions and 888 catalyst types from USPTO. The task is: Predict which catalyst facilitates the given reaction. (1) Reactant: [H-].[Na+].[CH3:3][O:4][CH2:5][O:6][C@H:7]1[CH2:24][CH2:23][C@@:22]2([CH3:25])[C:9](=[CH:10][CH2:11][C@@H:12]3[C@@H:21]2[CH2:20][CH2:19][C@@:17]2([CH3:18])[C@H:13]3[CH2:14][CH2:15][C@@H:16]2[CH2:26][OH:27])[CH2:8]1.[CH2:28](Br)[C:29]1[CH:34]=[CH:33][CH:32]=[CH:31][CH:30]=1. Product: [CH2:28]([O:27][CH2:26][C@H:16]1[CH2:15][CH2:14][C@H:13]2[C@H:12]3[C@H:21]([CH2:20][CH2:19][C@:17]12[CH3:18])[C@:22]1([CH3:25])[C:9]([CH2:8][C@@H:7]([O:6][CH2:5][O:4][CH3:3])[CH2:24][CH2:23]1)=[CH:10][CH2:11]3)[C:29]1[CH:34]=[CH:33][CH:32]=[CH:31][CH:30]=1. The catalyst class is: 1. (2) The catalyst class is: 65. Product: [CH2:1]([O:3][C:4](=[O:16])[NH:5][C:6]1[CH:7]=[CH:8][C:9]([S:12]([Cl:15])(=[O:13])=[O:14])=[CH:10][C:11]=1[N+:17]([O-:19])=[O:18])[CH3:2]. Reactant: [CH2:1]([O:3][C:4](=[O:16])[NH:5][C:6]1[CH:11]=[CH:10][C:9]([S:12]([Cl:15])(=[O:14])=[O:13])=[CH:8][CH:7]=1)[CH3:2].[N+:17]([O-])([O-:19])=[O:18].[Na+]. (3) Reactant: [F:1][C:2]([F:41])([F:40])[C:3]1[CH:4]=[C:5]([C@H:13]([N:15]([CH3:39])[C:16]([N:18]2[CH2:30][CH2:29][C@:21]3([NH:25][C@H:24]([C:26]([NH2:28])=[O:27])[CH2:23][CH2:22]3)[CH2:20][C@@H:19]2[C:31]2[CH:36]=[CH:35][C:34]([F:37])=[CH:33][C:32]=2[CH3:38])=[O:17])[CH3:14])[CH:6]=[C:7]([C:9]([F:12])([F:11])[F:10])[CH:8]=1.[ClH:42]. Product: [ClH:42].[F:41][C:2]([F:1])([F:40])[C:3]1[CH:4]=[C:5]([C@H:13]([N:15]([CH3:39])[C:16]([N:18]2[CH2:30][CH2:29][C@:21]3([NH:25][C@H:24]([C:26]([NH2:28])=[O:27])[CH2:23][CH2:22]3)[CH2:20][C@@H:19]2[C:31]2[CH:36]=[CH:35][C:34]([F:37])=[CH:33][C:32]=2[CH3:38])=[O:17])[CH3:14])[CH:6]=[C:7]([C:9]([F:10])([F:11])[F:12])[CH:8]=1. The catalyst class is: 27. (4) Reactant: [NH2:1][C@H:2]1[CH2:7][CH2:6][N:5]([C:8]2[S:9][C:10]([C:13]([O:15][CH2:16][CH3:17])=[O:14])=[CH:11][N:12]=2)[CH2:4][C@H:3]1[O:18][CH3:19].[Cl:20][C:21]1[N:22]=[C:23]([C:27](O)=[O:28])[NH:24][C:25]=1[Cl:26].CCN=C=NCCCN(C)C.Cl. Product: [Cl:20][C:21]1[N:22]=[C:23]([C:27]([NH:1][C@H:2]2[CH2:7][CH2:6][N:5]([C:8]3[S:9][C:10]([C:13]([O:15][CH2:16][CH3:17])=[O:14])=[CH:11][N:12]=3)[CH2:4][C@H:3]2[O:18][CH3:19])=[O:28])[NH:24][C:25]=1[Cl:26]. The catalyst class is: 142. (5) Reactant: C(OC([N:8]1[CH2:12][CH2:11][CH:10]([O:13][C:14](=[O:16])[CH3:15])[CH:9]1[CH2:17][C:18]1[C:26]2[C:21](=[CH:22][CH:23]=[CH:24][CH:25]=2)[NH:20][CH:19]=1)=O)(C)(C)C.C(O)(C(F)(F)F)=O. Product: [NH:20]1[C:21]2[C:26](=[CH:25][CH:24]=[CH:23][CH:22]=2)[C:18]([CH2:17][CH:9]2[CH:10]([O:13][C:14](=[O:16])[CH3:15])[CH2:11][CH2:12][NH:8]2)=[CH:19]1. The catalyst class is: 2. (6) Reactant: [H-].[Na+].[Si:3]([O:20][CH2:21][C@H:22]1[CH2:26][O:25][C:24](=[O:27])[NH:23]1)([C:16]([CH3:19])([CH3:18])[CH3:17])([C:10]1[CH:15]=[CH:14][CH:13]=[CH:12][CH:11]=1)[C:4]1[CH:9]=[CH:8][CH:7]=[CH:6][CH:5]=1.[F:28][C:29]1[N:34]=[C:33](F)[CH:32]=[CH:31][N:30]=1. Product: [Si:3]([O:20][CH2:21][C@H:22]1[CH2:26][O:25][C:24](=[O:27])[N:23]1[C:31]1[CH:32]=[CH:33][N:34]=[C:29]([F:28])[N:30]=1)([C:16]([CH3:17])([CH3:18])[CH3:19])([C:10]1[CH:11]=[CH:12][CH:13]=[CH:14][CH:15]=1)[C:4]1[CH:9]=[CH:8][CH:7]=[CH:6][CH:5]=1. The catalyst class is: 3. (7) Reactant: [Cl-].[Cl-].[Cl-].[Al+3].[C:5](Cl)(=[O:7])[CH3:6].C[Si](C)(C)[C:11]1[C:12]([F:18])=[C:13]([Br:17])[CH:14]=[CH:15][CH:16]=1.C(=O)([O-])[O-].[Na+].[Na+]. Product: [Br:17][C:13]1[C:12]([F:18])=[C:11]([C:5](=[O:7])[CH3:6])[CH:16]=[CH:15][CH:14]=1. The catalyst class is: 2. (8) Reactant: C([C@H]1COC(=O)N1[C:14](=[O:25])[C@H:15]([C:17]1[CH:22]=[CH:21][C:20]([Br:23])=[CH:19][C:18]=1[F:24])[CH3:16])C1C=CC=CC=1.[BH4-].[Na+]. Product: [Br:23][C:20]1[CH:21]=[CH:22][C:17]([C@H:15]([CH3:16])[CH2:14][OH:25])=[C:18]([F:24])[CH:19]=1. The catalyst class is: 20. (9) Reactant: C[O:2][C:3]([C@@:5]1([NH:11][C:12]([O:14][C:15]([CH3:18])([CH3:17])[CH3:16])=[O:13])[CH2:7][C@H:6]1[CH:8]1[CH2:10][CH2:9]1)=[O:4].[Li+].[OH-]. Product: [C:15]([O:14][C:12]([NH:11][C@:5]1([C:3]([OH:4])=[O:2])[CH2:7][C@H:6]1[CH:8]1[CH2:10][CH2:9]1)=[O:13])([CH3:18])([CH3:16])[CH3:17]. The catalyst class is: 87. (10) The catalyst class is: 1. Reactant: S=C1[N:6]([C:7]([O:9][CH2:10][C:11]2[CH:16]=[CH:15][C:14]([O:17][C:18](=[O:20])[CH3:19])=[C:13]([O:21][CH3:22])[CH:12]=2)=[O:8])[CH2:5][CH2:4]S1.NCC[N:26]1[CH2:31][CH2:30][O:29][CH2:28][CH2:27]1. Product: [C:18]([O:17][C:14]1[CH:15]=[CH:16][C:11]([CH2:10][O:9][C:7](=[O:8])[NH:6][CH2:5][CH2:4][N:26]2[CH2:31][CH2:30][O:29][CH2:28][CH2:27]2)=[CH:12][C:13]=1[O:21][CH3:22])(=[O:20])[CH3:19].